This data is from NCI-60 drug combinations with 297,098 pairs across 59 cell lines. The task is: Regression. Given two drug SMILES strings and cell line genomic features, predict the synergy score measuring deviation from expected non-interaction effect. (1) Cell line: SF-268. Drug 1: CC1=C(C(=O)C2=C(C1=O)N3CC4C(C3(C2COC(=O)N)OC)N4)N. Synergy scores: CSS=38.1, Synergy_ZIP=-5.15, Synergy_Bliss=-0.823, Synergy_Loewe=-12.2, Synergy_HSA=1.44. Drug 2: CC1C(C(CC(O1)OC2CC(CC3=C2C(=C4C(=C3O)C(=O)C5=CC=CC=C5C4=O)O)(C(=O)C)O)N)O. (2) Drug 1: C1CCN(CC1)CCOC2=CC=C(C=C2)C(=O)C3=C(SC4=C3C=CC(=C4)O)C5=CC=C(C=C5)O. Drug 2: C1=NC(=NC(=O)N1C2C(C(C(O2)CO)O)O)N. Cell line: BT-549. Synergy scores: CSS=1.97, Synergy_ZIP=-1.73, Synergy_Bliss=0.298, Synergy_Loewe=-7.78, Synergy_HSA=-2.63. (3) Drug 1: CS(=O)(=O)C1=CC(=C(C=C1)C(=O)NC2=CC(=C(C=C2)Cl)C3=CC=CC=N3)Cl. Drug 2: CC(C)(C#N)C1=CC(=CC(=C1)CN2C=NC=N2)C(C)(C)C#N. Cell line: SF-268. Synergy scores: CSS=6.36, Synergy_ZIP=3.03, Synergy_Bliss=8.10, Synergy_Loewe=5.51, Synergy_HSA=4.87. (4) Drug 1: CN(CCCl)CCCl.Cl. Drug 2: C(CC(=O)O)C(=O)CN.Cl. Cell line: OVCAR-4. Synergy scores: CSS=11.5, Synergy_ZIP=-5.17, Synergy_Bliss=-3.10, Synergy_Loewe=-6.44, Synergy_HSA=-1.71. (5) Drug 1: CCCCCOC(=O)NC1=NC(=O)N(C=C1F)C2C(C(C(O2)C)O)O. Drug 2: CS(=O)(=O)OCCCCOS(=O)(=O)C. Cell line: DU-145. Synergy scores: CSS=5.86, Synergy_ZIP=-1.76, Synergy_Bliss=-0.103, Synergy_Loewe=-0.398, Synergy_HSA=-1.40.